This data is from Catalyst prediction with 721,799 reactions and 888 catalyst types from USPTO. The task is: Predict which catalyst facilitates the given reaction. (1) Reactant: [CH3:1][O:2][C:3]1[CH:4]=[C:5]2[C:9](=[CH:10][CH:11]=1)[N:8]([CH3:12])[CH:7]=[C:6]2[C:13]1[N:23]([CH2:24][O:25][CH2:26][CH2:27][Si:28]([CH3:31])([CH3:30])[CH3:29])[C:16]2=[N:17][CH:18]=[C:19]([CH2:21][NH2:22])[N:20]=[C:15]2[CH:14]=1.N1C=CC=CC=1.[C:38](OC(=O)C)(=[O:40])[CH3:39].CC(O)=O. Product: [CH3:1][O:2][C:3]1[CH:4]=[C:5]2[C:9](=[CH:10][CH:11]=1)[N:8]([CH3:12])[CH:7]=[C:6]2[C:13]1[N:23]([CH2:24][O:25][CH2:26][CH2:27][Si:28]([CH3:30])([CH3:29])[CH3:31])[C:16]2=[N:17][CH:18]=[C:19]([CH2:21][NH:22][C:38](=[O:40])[CH3:39])[N:20]=[C:15]2[CH:14]=1. The catalyst class is: 49. (2) Reactant: C[O:2][C:3]([C:5]1[N:6]=[N:7][C:8]([CH2:11][CH2:12][CH2:13][CH2:14][C:15]2[CH:20]=[CH:19][C:18]([C:21]3[CH:26]=[CH:25][C:24]([Cl:27])=[CH:23][CH:22]=3)=[CH:17][N:16]=2)=[CH:9][CH:10]=1)=[O:4].Cl. Product: [Cl:27][C:24]1[CH:25]=[CH:26][C:21]([C:18]2[CH:19]=[CH:20][C:15]([CH2:14][CH2:13][CH2:12][CH2:11][C:8]3[N:7]=[N:6][C:5]([C:3]([OH:4])=[O:2])=[CH:10][CH:9]=3)=[N:16][CH:17]=2)=[CH:22][CH:23]=1. The catalyst class is: 5. (3) Reactant: [CH2:1]([C:5]1[CH:19]=[CH:18][C:8]([O:9][C:10]2[CH:17]=[CH:16][C:13]([C:14]#[N:15])=[CH:12][CH:11]=2)=[CH:7][CH:6]=1)[CH2:2][CH2:3][CH3:4].C1COCC1.[H-].[Al+3].[Li+].[H-].[H-].[H-].[OH-].[Na+]. Product: [CH2:1]([C:5]1[CH:19]=[CH:18][C:8]([O:9][C:10]2[CH:11]=[CH:12][C:13]([CH2:14][NH2:15])=[CH:16][CH:17]=2)=[CH:7][CH:6]=1)[CH2:2][CH2:3][CH3:4]. The catalyst class is: 97. (4) Reactant: C(OC([N:8]1[CH2:13][CH2:12][CH:11]([C:14]2[NH:15][C:16](=[O:24])[C:17]3[C:22]([CH:23]=2)=[CH:21][CH:20]=[CH:19][CH:18]=3)[CH2:10][CH:9]1[CH2:25][OH:26])=O)(C)(C)C.C(OCC)(=O)C.[ClH:33]. Product: [ClH:33].[OH:26][CH2:25][CH:9]1[CH2:10][CH:11]([C:14]2[NH:15][C:16](=[O:24])[C:17]3[C:22]([CH:23]=2)=[CH:21][CH:20]=[CH:19][CH:18]=3)[CH2:12][CH2:13][NH:8]1. The catalyst class is: 13. (5) Reactant: [OH:1][C:2]1[C:7]2[C:8]([O:11][CH2:12][CH2:13][CH:14]3[CH2:19][CH2:18][N:17]([CH2:20][C:21]4([C:27]([O:29][CH3:30])=[O:28])[CH2:26][CH2:25][O:24][CH2:23][CH2:22]4)[CH2:16][CH2:15]3)=[N:9][O:10][C:6]=2[CH:5]=[CH:4][CH:3]=1.C(=O)([O-])[O-].[K+].[K+].FC(F)(F)S(O[CH2:43][C:44]([F:47])([F:46])[F:45])(=O)=O. Product: [F:45][C:44]([F:47])([F:46])[CH2:43][O:1][C:2]1[C:7]2[C:8]([O:11][CH2:12][CH2:13][CH:14]3[CH2:19][CH2:18][N:17]([CH2:20][C:21]4([C:27]([O:29][CH3:30])=[O:28])[CH2:26][CH2:25][O:24][CH2:23][CH2:22]4)[CH2:16][CH2:15]3)=[N:9][O:10][C:6]=2[CH:5]=[CH:4][CH:3]=1. The catalyst class is: 9. (6) Reactant: [CH:1]([C:3]1[CH:8]=[CH:7][CH:6]=[C:5]([O:9][CH3:10])[C:4]=1[NH:11][C:12](=O)OC(C)(C)C)=O.CO/C=[CH:22]/[C:23]([O:25][CH3:26])=[O:24].Cl.C([O-])([O-])=O.[Na+].[Na+]. Product: [CH3:10][O:9][C:5]1[CH:6]=[CH:7][CH:8]=[C:3]2[C:4]=1[N:11]=[CH:12][C:22]([C:23]([O:25][CH3:26])=[O:24])=[CH:1]2. The catalyst class is: 5. (7) Reactant: Cl[CH2:2][CH2:3][CH2:4][S:5]([NH:8][C:9]1[CH:10]=[C:11]([CH2:15][C:16]([NH:18][C:19]2[S:20][CH:21]=[C:22]([C:24]3[C:32]4[C:27](=[N:28][CH:29]=[CH:30][CH:31]=4)[NH:26][CH:25]=3)[N:23]=2)=[O:17])[CH:12]=[CH:13][CH:14]=1)(=[O:7])=[O:6].[NH:33]1[CH2:38][CH2:37][CH2:36][CH2:35][CH2:34]1. Product: [N:33]1([CH2:2][CH2:3][CH2:4][S:5]([NH:8][C:9]2[CH:10]=[C:11]([CH2:15][C:16]([NH:18][C:19]3[S:20][CH:21]=[C:22]([C:24]4[C:32]5[C:27](=[N:28][CH:29]=[CH:30][CH:31]=5)[NH:26][CH:25]=4)[N:23]=3)=[O:17])[CH:12]=[CH:13][CH:14]=2)(=[O:7])=[O:6])[CH2:38][CH2:37][CH2:36][CH2:35][CH2:34]1. The catalyst class is: 3. (8) Reactant: C(N(CC)CC)C.Cl.[CH3:9][NH:10][CH2:11][C:12]1[CH:20]=[CH:19][CH:18]=[C:17]2[C:13]=1[CH2:14][N:15]([CH:22]1[CH2:27][CH2:26][C:25](=[O:28])[NH:24][C:23]1=[O:29])[C:16]2=[O:21].[Cl:30][C:31]1[CH:32]=[C:33]([N:38]=[C:39]=[O:40])[CH:34]=[CH:35][C:36]=1[Cl:37]. Product: [Cl:30][C:31]1[CH:32]=[C:33]([NH:38][C:39](=[O:40])[N:10]([CH2:11][C:12]2[CH:20]=[CH:19][CH:18]=[C:17]3[C:13]=2[CH2:14][N:15]([CH:22]2[CH2:27][CH2:26][C:25](=[O:28])[NH:24][C:23]2=[O:29])[C:16]3=[O:21])[CH3:9])[CH:34]=[CH:35][C:36]=1[Cl:37]. The catalyst class is: 1. (9) Reactant: Br[C:2]1[CH:7]=[CH:6][C:5]([C:8]2([C:11]3[N:15]4[CH2:16][CH2:17][S:18][C@:19]([CH2:22][O:23][Si:24]([C:27]([CH3:30])([CH3:29])[CH3:28])([CH3:26])[CH3:25])([CH3:21])[CH2:20][C:14]4=[N:13][N:12]=3)[CH2:10][CH2:9]2)=[CH:4][CH:3]=1.[CH2:31]([N:33]1[CH:37]=[C:36](B2OC(C)(C)C(C)(C)O2)[CH:35]=[N:34]1)[CH3:32].C(=O)([O-])[O-].[K+].[K+]. Product: [Si:24]([O:23][CH2:22][C@:19]1([CH3:21])[S:18][CH2:17][CH2:16][N:15]2[C:11]([C:8]3([C:5]4[CH:6]=[CH:7][C:2]([C:36]5[CH:35]=[N:34][N:33]([CH2:31][CH3:32])[CH:37]=5)=[CH:3][CH:4]=4)[CH2:10][CH2:9]3)=[N:12][N:13]=[C:14]2[CH2:20]1)([C:27]([CH3:30])([CH3:29])[CH3:28])([CH3:26])[CH3:25]. The catalyst class is: 708. (10) Reactant: [CH2:1]([O:5][C:6]([N:8]1[CH2:13][CH2:12][N:11]([C:14](=[O:41])[CH2:15][NH:16][C:17]([C:19]2[CH:28]=[C:27]([O:29][CH2:30][C:31]([O:33]CC3C=CC=CC=3)=[O:32])[C:26]3[C:21](=[CH:22][CH:23]=[CH:24][CH:25]=3)[N:20]=2)=[O:18])[CH2:10][CH2:9]1)=[O:7])[CH2:2][CH2:3][CH3:4]. Product: [CH2:1]([O:5][C:6]([N:8]1[CH2:9][CH2:10][N:11]([C:14](=[O:41])[CH2:15][NH:16][C:17]([C:19]2[CH:28]=[C:27]([O:29][CH2:30][C:31]([OH:33])=[O:32])[C:26]3[C:21](=[CH:22][CH:23]=[CH:24][CH:25]=3)[N:20]=2)=[O:18])[CH2:12][CH2:13]1)=[O:7])[CH2:2][CH2:3][CH3:4]. The catalyst class is: 399.